Task: Predict the product of the given reaction.. Dataset: Forward reaction prediction with 1.9M reactions from USPTO patents (1976-2016) (1) Given the reactants [I-:1].[CH2:2]([P+](C1C=CC=CC=1)(C1C=CC=CC=1)C1C=CC=CC=1)[CH2:3][CH3:4].C([Li])CCC.II.C[Si](C)(C)[N-][Si](C)(C)C.[Na+].[CH2:41]([Si:43]([CH2:61][CH3:62])([CH2:59][CH3:60])[O:44][C@H:45]([C:49]1[CH:50]=[C:51]2[C:56](=[CH:57][CH:58]=1)[N:55]=[CH:54][CH:53]=[CH:52]2)[CH2:46][CH:47]=O)[CH3:42], predict the reaction product. The product is: [I:1][C:2](=[CH:47][CH2:46][C@@H:45]([C:49]1[CH:50]=[C:51]2[C:56](=[CH:57][CH:58]=1)[N:55]=[CH:54][CH:53]=[CH:52]2)[O:44][Si:43]([CH2:61][CH3:62])([CH2:59][CH3:60])[CH2:41][CH3:42])[CH2:3][CH3:4]. (2) Given the reactants [CH2:1]([O:3][C:4]1[CH:9]=[CH:8][C:7]([C:10]#[CH:11])=[CH:6][CH:5]=1)[CH3:2].[C:12]([O:16][C:17](=[O:28])[NH:18][CH:19]([C:21]1[CH:26]=[CH:25][C:24](Br)=[CH:23][CH:22]=1)[CH3:20])([CH3:15])([CH3:14])[CH3:13], predict the reaction product. The product is: [C:12]([O:16][C:17](=[O:28])[NH:18][CH:19]([C:21]1[CH:22]=[CH:23][C:24]([C:11]#[C:10][C:7]2[CH:8]=[CH:9][C:4]([O:3][CH2:1][CH3:2])=[CH:5][CH:6]=2)=[CH:25][CH:26]=1)[CH3:20])([CH3:13])([CH3:14])[CH3:15].